Dataset: Full USPTO retrosynthesis dataset with 1.9M reactions from patents (1976-2016). Task: Predict the reactants needed to synthesize the given product. Given the product [CH2:1]([O:8][C:9](=[O:25])[CH:10]([Br:41])[CH2:11][CH2:12][C:13]1[CH:17]=[CH:16][N:15]([C:18]([O:20][C:21]([CH3:22])([CH3:24])[CH3:23])=[O:19])[N:14]=1)[C:2]1[CH:7]=[CH:6][CH:5]=[CH:4][CH:3]=1, predict the reactants needed to synthesize it. The reactants are: [CH2:1]([O:8][C:9](=[O:25])[CH2:10][CH2:11][CH2:12][C:13]1[CH:17]=[CH:16][N:15]([C:18]([O:20][C:21]([CH3:24])([CH3:23])[CH3:22])=[O:19])[N:14]=1)[C:2]1[CH:7]=[CH:6][CH:5]=[CH:4][CH:3]=1.C[Si]([N-][Si](C)(C)C)(C)C.[Na+].Cl[Si](C)(C)C.[Br:41]N1C(=O)CCC1=O.